This data is from Cav3 T-type calcium channel HTS with 100,875 compounds. The task is: Binary Classification. Given a drug SMILES string, predict its activity (active/inactive) in a high-throughput screening assay against a specified biological target. (1) The molecule is O1C2(CCC(CC2)C)C(=C(C1=O)C)C(=O)N1CCN(CC1)c1c(ccc(c1)C)C. The result is 0 (inactive). (2) The molecule is s1c(nc2c1cccc2)c1ccc(N(C(OC(C)(C)C)=O)C)cc1. The result is 0 (inactive). (3) The compound is Brc1cc(C2C3=C(N(C4=C2C(=O)CCC4)CCC)CCCC3=O)ccc1O. The result is 0 (inactive). (4) The compound is S(=O)(=O)(N1CCOCC1)c1cc(CC(=O)NCc2ccc(OC)cc2)ccc1OC. The result is 0 (inactive). (5) The molecule is s1c(nnc1NC(=O)CC(OCC)=O)CCC. The result is 0 (inactive). (6) The molecule is S(CC(=O)NC(c1ccccc1)C)c1oc(nn1)COc1ccccc1. The result is 0 (inactive). (7) The molecule is O(c1c(C(=O)Nc2cc(c(NC(=O)c3occc3)cc2)C)cccc1)C. The result is 1 (active).